From a dataset of Tyrosyl-DNA phosphodiesterase HTS with 341,365 compounds. Binary Classification. Given a drug SMILES string, predict its activity (active/inactive) in a high-throughput screening assay against a specified biological target. (1) The molecule is Fc1c(NC(=O)CN(CCC)CC(=O)Nc2c(n(n(c2=O)c2ccccc2)C)C)ccc(F)c1F. The result is 0 (inactive). (2) The molecule is S(c1n(c(nn1)c1cc(NC(=O)c2ccc(cc2)C)ccc1)C)CC(OC)=O. The result is 0 (inactive). (3) The drug is S=C(NCCC(c1ccccc1)c1ccccc1)Nc1cc(OC)ccc1. The result is 0 (inactive). (4) The result is 1 (active). The compound is O=Cc1c(n(c(c1)C)c1cc(ccc1)C(O)=O)C. (5) The molecule is O1c2c(OC1)ccc(OCc1onc(n1)c1ccc(cc1)C)c2. The result is 0 (inactive). (6) The drug is S(c1n(C(CC)C(=O)NCCCC)c2c(n1)ccnc2)Cc1cc(F)ccc1. The result is 0 (inactive). (7) The molecule is o1c(c(c2c(c1=O)cccc2)c1ccccc1)C(=O)N(Cc1ccccc1)C. The result is 0 (inactive). (8) The drug is s1c(NC(=O)Cc2ccccc2)nnc1c1sccc1. The result is 0 (inactive). (9) The compound is S(=O)(=O)(Nc1nc(ccn1)C)c1ccc(NC(=O)C2C3CC(C2C(O)=O)C=C3)cc1. The result is 1 (active).